From a dataset of Peptide-MHC class II binding affinity with 134,281 pairs from IEDB. Regression. Given a peptide amino acid sequence and an MHC pseudo amino acid sequence, predict their binding affinity value. This is MHC class II binding data. The peptide sequence is EYLNKIQNSLSTEWSPCSVT. The MHC is DRB1_0301 with pseudo-sequence DRB1_0301. The binding affinity (normalized) is 0.